Dataset: Forward reaction prediction with 1.9M reactions from USPTO patents (1976-2016). Task: Predict the product of the given reaction. (1) Given the reactants COC1C=C(C=CC=1OC)C(C1C=CC(OC)=C(OC)C=1)=O.[C:23]1([O:31][CH3:32])[C:24](=[CH:27][CH:28]=[CH:29][CH:30]=1)[O:25][CH3:26].[Cl-].[Al+3].[Cl-].[Cl-].[Cl:37][C:38]1[CH:46]=[CH:45][C:44]([Cl:47])=[CH:43][C:39]=1[C:40](Cl)=[O:41], predict the reaction product. The product is: [Cl:37][C:38]1[CH:46]=[CH:45][C:44]([Cl:47])=[CH:43][C:39]=1[C:40](=[O:41])[C:29]1[CH:28]=[CH:27][C:24]([O:25][CH3:26])=[C:23]([O:31][CH3:32])[CH:30]=1. (2) Given the reactants [CH2:1]([N:8]1[C:12]2([CH2:17][CH2:16][N:15]([C:18](=[O:27])[C:19]3[CH:24]=[CH:23][CH:22]=[C:21]([O:25][CH3:26])[CH:20]=3)[CH2:14][CH2:13]2)[NH:11][C@@H:10]([CH2:28][C:29]2[CH:34]=[CH:33][CH:32]=[CH:31][CH:30]=2)[C:9]1=[O:35])[C:2]1[CH:7]=[CH:6][CH:5]=[CH:4][CH:3]=1.O.C[Si]([Cl:41])(C)C, predict the reaction product. The product is: [ClH:41].[CH2:1]([N:8]1[C:12]2([CH2:17][CH2:16][N:15]([C:18](=[O:27])[C:19]3[CH:24]=[CH:23][CH:22]=[C:21]([O:25][CH3:26])[CH:20]=3)[CH2:14][CH2:13]2)[NH:11][C@@H:10]([CH2:28][C:29]2[CH:30]=[CH:31][CH:32]=[CH:33][CH:34]=2)[C:9]1=[O:35])[C:2]1[CH:7]=[CH:6][CH:5]=[CH:4][CH:3]=1. (3) Given the reactants [CH2:1]([N:3]1[CH:12]=[C:11]([C:13](O)=[O:14])[C:10]2[C:5](=[CH:6][C:7]([O:30][CH3:31])=[C:8]([O:16][CH2:17][CH2:18][CH2:19][C:20]3[CH:29]=[CH:28][C:27]4[C:22](=[CH:23][CH:24]=[CH:25][CH:26]=4)[N:21]=3)[CH:9]=2)[C:4]1=[O:32])[CH3:2].CN(C=O)C.S(Cl)(Cl)=O.[CH2:42]([NH2:46])[CH2:43][CH2:44][CH3:45].CCN(CC)CC, predict the reaction product. The product is: [CH2:42]([NH:46][C:13]([C:11]1[C:10]2[C:5](=[CH:6][C:7]([O:30][CH3:31])=[C:8]([O:16][CH2:17][CH2:18][CH2:19][C:20]3[CH:29]=[CH:28][C:27]4[C:22](=[CH:23][CH:24]=[CH:25][CH:26]=4)[N:21]=3)[CH:9]=2)[C:4](=[O:32])[N:3]([CH2:1][CH3:2])[CH:12]=1)=[O:14])[CH2:43][CH2:44][CH3:45]. (4) The product is: [S:1]1[CH:5]=[CH:4][C:3]([C:14]([OH:16])=[O:15])=[C:2]1[C:6]([OH:8])=[O:7]. Given the reactants [S:1]1[CH:5]=[CH:4][CH:3]=[C:2]1[C:6]([OH:8])=[O:7].C([Li])CCC.[C:14](=[O:16])=[O:15], predict the reaction product. (5) Given the reactants [N:1]1([C:7]([O:9][C:10]([CH3:13])([CH3:12])[CH3:11])=[O:8])[CH2:6][CH2:5][NH:4][CH2:3][CH2:2]1.C(=O)([O-])[O-].[K+].[K+].Cl.Cl[CH2:22][C:23]1[N:24]([CH3:30])[C:25](=[N:28][CH3:29])[S:26][CH:27]=1, predict the reaction product. The product is: [CH3:30][N:24]1[C:23]([CH2:22][N:4]2[CH2:5][CH2:6][N:1]([C:7]([O:9][C:10]([CH3:13])([CH3:12])[CH3:11])=[O:8])[CH2:2][CH2:3]2)=[CH:27][S:26]/[C:25]/1=[N:28]\[CH3:29]. (6) Given the reactants [CH2:1]([NH:8][C:9](=[O:46])[NH:10][C:11]1[N:16]=[CH:15][C:14]2[C:17]([CH2:39][CH2:40][C:41]([O:43][CH2:44][CH3:45])=[O:42])=[N:18][N:19](C(C3C=CC=CC=3)(C3C=CC=CC=3)C3C=CC=CC=3)[C:13]=2[CH:12]=1)[C:2]1[CH:7]=[CH:6][CH:5]=[CH:4][CH:3]=1.C([SiH](CC)CC)C, predict the reaction product. The product is: [CH2:1]([NH:8][C:9](=[O:46])[NH:10][C:11]1[N:16]=[CH:15][C:14]2[C:17]([CH2:39][CH2:40][C:41]([O:43][CH2:44][CH3:45])=[O:42])=[N:18][NH:19][C:13]=2[CH:12]=1)[C:2]1[CH:3]=[CH:4][CH:5]=[CH:6][CH:7]=1. (7) Given the reactants [Cl:1][C:2]1[CH:10]=[CH:9][C:5]([C:6](Cl)=[O:7])=[CH:4][N:3]=1.[CH3:11][C:12]([C:14]1[C:19]([NH2:20])=[CH:18][C:17]2[O:21][CH2:22][O:23][C:16]=2[CH:15]=1)=[O:13], predict the reaction product. The product is: [Cl:1][C:2]1[N:3]=[CH:4][C:5]([C:6]([NH:20][C:19]2[CH:18]=[C:17]3[O:21][CH2:22][O:23][C:16]3=[CH:15][C:14]=2[C:12]([CH3:11])=[O:13])=[O:7])=[CH:9][CH:10]=1. (8) Given the reactants C([O:3][C:4](=[O:31])[CH2:5][CH:6]1[C:14]2[N:10]([C:11]3[N:26]=[CH:25][CH:24]=[C:23]([S:27]([CH3:30])(=[O:29])=[O:28])[C:12]=3[C:13]=2[S:15][C:16]2[CH:21]=[CH:20][C:19]([Cl:22])=[CH:18][CH:17]=2)[CH2:9][CH2:8][CH2:7]1)C.[OH-].[Na+], predict the reaction product. The product is: [Cl:22][C:19]1[CH:20]=[CH:21][C:16]([S:15][C:13]2[C:12]3[C:23]([S:27]([CH3:30])(=[O:29])=[O:28])=[CH:24][CH:25]=[N:26][C:11]=3[N:10]3[C:14]=2[CH:6]([CH2:5][C:4]([OH:31])=[O:3])[CH2:7][CH2:8][CH2:9]3)=[CH:17][CH:18]=1.